From a dataset of Forward reaction prediction with 1.9M reactions from USPTO patents (1976-2016). Predict the product of the given reaction. Given the reactants C(OC(=O)[NH:7][CH2:8][CH:9]1[CH2:14][CH2:13][CH2:12][CH:11]([C:15](=[O:29])[NH:16][C:17]2[C:26]3[C:21](=[CH:22][CH:23]=[C:24]([O:27][CH3:28])[CH:25]=3)[N:20]=[CH:19][CH:18]=2)[CH2:10]1)(C)(C)C.B(F)(F)F.CCOCC, predict the reaction product. The product is: [CH3:28][O:27][C:24]1[CH:25]=[C:26]2[C:21](=[CH:22][CH:23]=1)[N:20]=[CH:19][CH:18]=[C:17]2[NH:16][C:15]([CH:11]1[CH2:12][CH2:13][CH2:14][CH:9]([CH2:8][NH2:7])[CH2:10]1)=[O:29].